Dataset: Full USPTO retrosynthesis dataset with 1.9M reactions from patents (1976-2016). Task: Predict the reactants needed to synthesize the given product. Given the product [Cl:1][C:2]1[CH:7]=[C:6]([C:8]2[CH:13]=[N:12][CH:11]=[C:10]([CH3:14])[N:9]=2)[CH:5]=[CH:4][C:3]=1[C:15]1[C:27](=[O:28])[N:26]([CH2:29][CH2:30][CH:31]2[CH2:35][CH2:34][CH2:33][NH:32]2)[C:18]2[N:19]=[C:20]([NH:23][CH2:24][CH3:25])[N:21]=[CH:22][C:17]=2[CH:16]=1, predict the reactants needed to synthesize it. The reactants are: [Cl:1][C:2]1[CH:7]=[C:6]([C:8]2[CH:13]=[N:12][CH:11]=[C:10]([CH3:14])[N:9]=2)[CH:5]=[CH:4][C:3]=1[C:15]1[C:27](=[O:28])[N:26]([CH2:29][CH2:30][CH:31]2[CH2:35][CH2:34][CH2:33][N:32]2C(OCC2C=CC=CC=2)=O)[C:18]2[N:19]=[C:20]([NH:23][CH2:24][CH3:25])[N:21]=[CH:22][C:17]=2[CH:16]=1.Cl.